Dataset: Full USPTO retrosynthesis dataset with 1.9M reactions from patents (1976-2016). Task: Predict the reactants needed to synthesize the given product. (1) The reactants are: Br[C:2]1[CH:7]=[CH:6][C:5]([CH:8]([N:12]2[CH2:26][CH2:25][C:15]3([O:20][CH2:19][C:18](=[O:21])[N:17]([CH:22]4[CH2:24][CH2:23]4)[CH2:16]3)[CH2:14][CH2:13]2)[C:9]([NH2:11])=[O:10])=[C:4]([F:27])[CH:3]=1.[F:28][C:29]1[CH:34]=[CH:33][C:32](B(O)O)=[CH:31][CH:30]=1.C(=O)([O-])[O-].[K+].[K+].O. Given the product [CH:22]1([N:17]2[CH2:16][C:15]3([CH2:25][CH2:26][N:12]([CH:8]([C:5]4[CH:6]=[CH:7][C:2]([C:32]5[CH:33]=[CH:34][C:29]([F:28])=[CH:30][CH:31]=5)=[CH:3][C:4]=4[F:27])[C:9]([NH2:11])=[O:10])[CH2:13][CH2:14]3)[O:20][CH2:19][C:18]2=[O:21])[CH2:24][CH2:23]1, predict the reactants needed to synthesize it. (2) Given the product [F:28][C:26]1[CH:27]=[C:22]([C@H:19]2[NH:18][C@@H:17]([CH2:15][OH:14])[CH2:21][CH2:20]2)[CH:23]=[C:24]([F:30])[C:25]=1[F:29], predict the reactants needed to synthesize it. The reactants are: [H-].[H-].[H-].[H-].[Li+].[Al+3].C1COCC1.C([O:14][C:15]([C@H:17]1[CH2:21][CH2:20][C@@H:19]([C:22]2[CH:27]=[C:26]([F:28])[C:25]([F:29])=[C:24]([F:30])[CH:23]=2)[NH:18]1)=O)C.[OH-].[Na+]. (3) Given the product [CH2:1]1[C:10]2[C:5](=[CH:6][CH:7]=[CH:8][CH:9]=2)[CH2:4][CH2:3][N:2]1[C:11]([O:13][C@H:14]1[CH2:18][C@@H:17]([C:19](=[O:40])[NH:20][C@@H:21]([C:36]([CH3:38])([CH3:37])[CH3:39])[C:22]([NH:24][C@@H:25]([CH:30]2[CH2:31][CH2:32][CH2:33][CH2:34][CH2:35]2)[C:26]([NH:28][CH3:29])=[O:27])=[O:23])[NH:16][CH2:15]1)=[O:12], predict the reactants needed to synthesize it. The reactants are: [CH2:1]1[C:10]2[C:5](=[CH:6][CH:7]=[CH:8][CH:9]=2)[CH2:4][CH2:3][N:2]1[C:11]([O:13][C@H:14]1[CH2:18][C@@H:17]([C:19](=[O:40])[NH:20][C@@H:21]([C:36]([CH3:39])([CH3:38])[CH3:37])[C:22]([NH:24][C@@H:25]([CH:30]2[CH2:35][CH2:34][CH2:33][CH2:32][CH2:31]2)[C:26]([NH:28][CH3:29])=[O:27])=[O:23])[N:16](CC)[CH2:15]1)=[O:12].C(Cl)Cl.C(O)(C(F)(F)F)=O.